This data is from Forward reaction prediction with 1.9M reactions from USPTO patents (1976-2016). The task is: Predict the product of the given reaction. (1) Given the reactants [C:1]([O:5][C:6](=[O:21])[N:7]([C:9]1[CH:10]=[C:11]2[C:16](=[CH:17][C:18]=1[F:19])[C:15](=[O:20])[NH:14][CH:13]=[CH:12]2)[CH3:8])([CH3:4])([CH3:3])[CH3:2].[NH2:22][C:23]1[CH:28]=[CH:27][C:26](I)=[CH:25][N:24]=1.OC1C=CC=C2C=1N=CC=C2.C(=O)([O-])[O-].[K+].[K+], predict the reaction product. The product is: [C:1]([O:5][C:6](=[O:21])[N:7]([C:9]1[CH:10]=[C:11]2[C:16](=[CH:17][C:18]=1[F:19])[C:15](=[O:20])[N:14]([C:26]1[CH:25]=[N:24][C:23]([NH2:22])=[CH:28][CH:27]=1)[CH:13]=[CH:12]2)[CH3:8])([CH3:4])([CH3:2])[CH3:3]. (2) Given the reactants [CH2:1]1[S:9](=[O:11])(=[O:10])[O:8][CH2:7][CH2:6][O:5][S:2]1(=[O:4])=[O:3].[H-].[Na+].[CH2:14](Cl)[C:15]1[CH:20]=[CH:19]C=[CH:17][CH:16]=1, predict the reaction product. The product is: [CH2:1]([S:9]([OH:8])(=[O:11])=[O:10])[S:2]([O:5][CH2:6][C:7]1[CH:19]=[CH:20][CH:15]=[CH:16][CH:17]=1)(=[O:4])=[O:3].[CH2:14]=[CH2:15]. (3) Given the reactants [F-].C([N+](CCCC)(CCCC)CCCC)CCC.[Si]([O:26][CH2:27][CH2:28][CH2:29][CH:30]([C:32]1[O:33][C:34]2[C:40]([O:41][CH3:42])=[CH:39][CH:38]=[CH:37][C:35]=2[CH:36]=1)[OH:31])(C(C)(C)C)(C)C, predict the reaction product. The product is: [CH3:42][O:41][C:40]1[C:34]2[O:33][C:32]([CH:30]([OH:31])[CH2:29][CH2:28][CH2:27][OH:26])=[CH:36][C:35]=2[CH:37]=[CH:38][CH:39]=1. (4) Given the reactants I[C:2]1[C:3]([CH3:21])=[N:4][CH:5]=[C:6]([C:9]=1[NH:10][C:11]1[C:12]([CH3:20])=[C:13]2[C:17](=[CH:18][CH:19]=1)[NH:16][CH:15]=[CH:14]2)[C:7]#[N:8].[CH3:22][N:23]([CH2:25][C:26]1[CH:27]=[C:28](B2OC(C)(C)C(C)(C)O2)[CH:29]=[CH:30][CH:31]=1)[CH3:24].C(#N)C, predict the reaction product. The product is: [CH3:22][N:23]([CH2:25][C:26]1[CH:31]=[C:30]([C:2]2[C:9]([NH:10][C:11]3[C:12]([CH3:20])=[C:13]4[C:17](=[CH:18][CH:19]=3)[NH:16][CH:15]=[CH:14]4)=[C:6]([C:7]#[N:8])[CH:5]=[N:4][C:3]=2[CH3:21])[CH:29]=[CH:28][CH:27]=1)[CH3:24]. (5) The product is: [O:30]1[C@H:31]2[O:32][CH2:33][CH2:34][C@H:35]2[C@@H:28]([O:27][C:26]([NH:25][C@H:16]([C@H:15]([OH:37])[CH2:14][N:13]([S:10]([C:8]2[CH:7]=[CH:6][C:5]3[O:1][CH2:2][O:3][C:4]=3[CH:9]=2)(=[O:12])=[O:11])[CH2:38][CH:39]([CH3:41])[CH3:40])[CH2:17][C:18]2[CH:23]=[CH:22][C:21]([O:24][C:48]3[C:49]([N+:58]([O-:60])=[O:59])=[CH:50][C:51]([N+:52]([O-:54])=[O:53])=[CH:43][C:44]=3[C:45]([OH:47])=[O:46])=[CH:20][CH:19]=2)=[O:36])[CH2:29]1. Given the reactants [O:1]1[C:5]2[CH:6]=[CH:7][C:8]([S:10]([N:13]([CH2:38][CH:39]([CH3:41])[CH3:40])[CH2:14][C@@H:15]([OH:37])[C@@H:16]([NH:25][C:26](=[O:36])[O:27][C@@H:28]3[C@H:35]4[C@H:31]([O:32][CH2:33][CH2:34]4)[O:30][CH2:29]3)[CH2:17][C:18]3[CH:23]=[CH:22][C:21]([OH:24])=[CH:20][CH:19]=3)(=[O:12])=[O:11])=[CH:9][C:4]=2[O:3][CH2:2]1.F[C:43]1[C:51]([N+:52]([O-:54])=[O:53])=[C:50]([N+]([O-])=O)[C:49]([N+:58]([O-:60])=[O:59])=[CH:48][C:44]=1[C:45]([OH:47])=[O:46].C(=O)([O-])[O-].[Cs+].[Cs+], predict the reaction product.